From a dataset of Peptide-MHC class II binding affinity with 134,281 pairs from IEDB. Regression. Given a peptide amino acid sequence and an MHC pseudo amino acid sequence, predict their binding affinity value. This is MHC class II binding data. (1) The peptide sequence is NIRYLVMAIVSDFSS. The MHC is H-2-IAb with pseudo-sequence H-2-IAb. The binding affinity (normalized) is 0.0209. (2) The peptide sequence is GDSYYYSEPTSENNA. The MHC is DRB4_0103 with pseudo-sequence DRB4_0103. The binding affinity (normalized) is 0. (3) The peptide sequence is ASAAIFGHDGTVWAQ. The MHC is DRB1_1001 with pseudo-sequence DRB1_1001. The binding affinity (normalized) is 0.279. (4) The peptide sequence is VFGSAFQGLFGGLNW. The MHC is DRB1_1101 with pseudo-sequence DRB1_1101. The binding affinity (normalized) is 0.393. (5) The peptide sequence is KNWMTETLLVQNANPDCKTI. The MHC is DRB1_1001 with pseudo-sequence DRB1_1001. The binding affinity (normalized) is 0.729.